The task is: Predict the reactants needed to synthesize the given product.. This data is from Full USPTO retrosynthesis dataset with 1.9M reactions from patents (1976-2016). Given the product [CH3:13][O:12][C:9]1[CH:10]=[C:11]2[C:6](=[CH:7][C:8]=1[O:14][CH3:15])[N:5]=[CH:4][C:3]([C:16]([NH2:18])=[O:17])=[C:2]2[NH:26][C:28]1[C:20]2[CH2:19][CH2:8][CH2:9][CH2:10][C:11]=2[CH:2]=[CH:3][CH:4]=1, predict the reactants needed to synthesize it. The reactants are: Cl[C:2]1[C:11]2[C:6](=[CH:7][C:8]([O:14][CH3:15])=[C:9]([O:12][CH3:13])[CH:10]=2)[N:5]=[CH:4][C:3]=1[C:16]([NH2:18])=[O:17].[C:19](O)(=O)[CH3:20].[OH-].[Na+].C[N:26]([CH:28]=O)C.